Dataset: Reaction yield outcomes from USPTO patents with 853,638 reactions. Task: Predict the reaction yield, written as a fraction of the theoretical maximum amount of product (1.0 means a 100% yield; for example, 0.34 means a 34% yield). (1) The reactants are [CH3:1][C:2]1[N:7]=[C:6]2[S:8][C:9]3[CH2:14][CH2:13][CH2:12][CH2:11][C:10]=3[C:5]2=[C:4]([C:15]2[CH:20]=[CH:19][C:18]([CH3:21])=[CH:17][CH:16]=2)[C:3]=1[CH2:22][C:23]([O:25][CH3:26])=[O:24].[Li+].C[Si]([N-][Si](C)(C)C)(C)C.[CH2:37]1[CH2:41]OC[CH2:38]1.C(Br)C#C. The catalyst is CN(C=O)C. The product is [CH3:1][C:2]1[N:7]=[C:6]2[S:8][C:9]3[CH2:14][CH2:13][CH2:12][CH2:11][C:10]=3[C:5]2=[C:4]([C:15]2[CH:16]=[CH:17][C:18]([CH3:21])=[CH:19][CH:20]=2)[C:3]=1[CH:22]([CH2:41][C:37]#[CH:38])[C:23]([O:25][CH3:26])=[O:24]. The yield is 0.250. (2) The reactants are [Si]([O:8][C:9]1[CH:10]=[C:11]([C:15]2([CH2:34][CH2:35][CH2:36][NH:37][C:38](=[O:44])[O:39][C:40]([CH3:43])([CH3:42])[CH3:41])[N:19]([C:20]3[S:21][C:22]([CH3:25])=[N:23][N:24]=3)[N:18]=[C:17]([C:26]3[CH:31]=[C:30]([F:32])[CH:29]=[CH:28][C:27]=3[F:33])[S:16]2)[CH:12]=[CH:13][CH:14]=1)(C(C)(C)C)(C)C.CCCC[N+](CCCC)(CCCC)CCCC.[F-]. The catalyst is C1COCC1. The product is [F:33][C:27]1[CH:28]=[CH:29][C:30]([F:32])=[CH:31][C:26]=1[C:17]1[S:16][C:15]([CH2:34][CH2:35][CH2:36][NH:37][C:38](=[O:44])[O:39][C:40]([CH3:43])([CH3:42])[CH3:41])([C:11]2[CH:12]=[CH:13][CH:14]=[C:9]([OH:8])[CH:10]=2)[N:19]([C:20]2[S:21][C:22]([CH3:25])=[N:23][N:24]=2)[N:18]=1. The yield is 0.820.